Dataset: Reaction yield outcomes from USPTO patents with 853,638 reactions. Task: Predict the reaction yield, written as a fraction of the theoretical maximum amount of product (1.0 means a 100% yield; for example, 0.34 means a 34% yield). (1) The reactants are [NH2:1][C:2]1[CH:3]=[C:4]([CH:10]=[CH:11][CH:12]=1)[C:5]([O:7][CH2:8][CH3:9])=[O:6].[F:13][C:14]([F:27])([F:26])[S:15](O[S:15]([C:14]([F:27])([F:26])[F:13])(=[O:17])=[O:16])(=[O:17])=[O:16].C(N(CC)CC)C. The catalyst is ClCCl. The product is [F:13][C:14]([F:27])([F:26])[S:15]([NH:1][C:2]1[CH:3]=[C:4]([CH:10]=[CH:11][CH:12]=1)[C:5]([O:7][CH2:8][CH3:9])=[O:6])(=[O:17])=[O:16]. The yield is 0.330. (2) The reactants are CO[C:3](=[O:13])[C:4]1[C:9]([I:10])=[CH:8][CH:7]=[CH:6][C:5]=1[CH2:11]Br.[O:14]([C:21]1[CH:28]=[CH:27][C:24]([CH2:25][NH2:26])=[CH:23][CH:22]=1)[C:15]1[CH:20]=[CH:19][CH:18]=[CH:17][CH:16]=1.C([O-])([O-])=O.[K+].[K+].C(OCC)(=O)C. The catalyst is C1(C)C=CC=CC=1.CCCCCC. The product is [I:10][C:9]1[CH:8]=[CH:7][CH:6]=[C:5]2[C:4]=1[C:3](=[O:13])[N:26]([CH2:25][C:24]1[CH:27]=[CH:28][C:21]([O:14][C:15]3[CH:16]=[CH:17][CH:18]=[CH:19][CH:20]=3)=[CH:22][CH:23]=1)[CH2:11]2. The yield is 0.440. (3) The reactants are [CH3:1][O:2][C:3]1[CH:4]=[C:5]([N:12]2[CH2:17][CH2:16][N:15]([C:18]([O:20][C:21]([CH3:24])([CH3:23])[CH3:22])=[O:19])[CH2:14][CH2:13]2)[CH:6]=[CH:7][C:8]=1[N+:9]([O-])=O.C(OCC)C. The catalyst is CO.C(OCC)(=O)C.[Pd]. The product is [NH2:9][C:8]1[CH:7]=[CH:6][C:5]([N:12]2[CH2:17][CH2:16][N:15]([C:18]([O:20][C:21]([CH3:22])([CH3:23])[CH3:24])=[O:19])[CH2:14][CH2:13]2)=[CH:4][C:3]=1[O:2][CH3:1]. The yield is 0.890. (4) The reactants are C([O:3][C:4](=O)[CH:5]=[C:6]([CH2:16][NH:17][C:18]([O:20][C:21]([CH3:24])([CH3:23])[CH3:22])=[O:19])[CH2:7][NH:8][C:9]([O:11][C:12]([CH3:15])([CH3:14])[CH3:13])=[O:10])C.C(=O)=O.CC(C)=O.[H-]. The catalyst is O1CCCC1. The product is [C:12]([O:11][C:9](=[O:10])[NH:8][CH2:7][C:6]([CH2:16][NH:17][C:18]([O:20][C:21]([CH3:24])([CH3:23])[CH3:22])=[O:19])=[CH:5][CH2:4][OH:3])([CH3:14])([CH3:15])[CH3:13]. The yield is 0.960. (5) The reactants are Br[C:2]1[CH:3]=[C:4]2[C:9](=[CH:10][CH:11]=1)[C:8](=[O:12])[N:7]([CH3:13])[CH:6]=[CH:5]2.[CH3:14][C:15]1[N:20]=[CH:19][C:18](B(O)O)=[CH:17][CH:16]=1.C([O-])(O)=O.[Na+]. The catalyst is O1CCOCC1.C1C=CC(P(C2C=CC=CC=2)[C-]2C=CC=C2)=CC=1.C1C=CC(P(C2C=CC=CC=2)[C-]2C=CC=C2)=CC=1.Cl[Pd]Cl.[Fe+2]. The product is [CH3:13][N:7]1[CH:6]=[CH:5][C:4]2[C:9](=[CH:10][CH:11]=[C:2]([C:18]3[CH:19]=[N:20][C:15]([CH3:14])=[CH:16][CH:17]=3)[CH:3]=2)[C:8]1=[O:12]. The yield is 0.952.